This data is from Peptide-MHC class II binding affinity with 134,281 pairs from IEDB. The task is: Regression. Given a peptide amino acid sequence and an MHC pseudo amino acid sequence, predict their binding affinity value. This is MHC class II binding data. (1) The peptide sequence is GAMAKKGQEDKLRKA. The MHC is DRB4_0101 with pseudo-sequence DRB4_0103. The binding affinity (normalized) is 0.0718. (2) The MHC is HLA-DQA10501-DQB10301 with pseudo-sequence HLA-DQA10501-DQB10301. The peptide sequence is AYGIPKVPPGPNITA. The binding affinity (normalized) is 0.402. (3) The peptide sequence is FEFNKKAIETLNDNT. The MHC is DRB1_0901 with pseudo-sequence DRB1_0901. The binding affinity (normalized) is 0.301. (4) The peptide sequence is EKKYFAATQFEPTAA. The MHC is HLA-DPA10201-DPB10101 with pseudo-sequence HLA-DPA10201-DPB10101. The binding affinity (normalized) is 0.938. (5) The peptide sequence is TKKFDEVVKANGGYL. The MHC is DRB1_0301 with pseudo-sequence DRB1_0301. The binding affinity (normalized) is 0.253. (6) The peptide sequence is VWRIDTPDKLTGPFT. The MHC is HLA-DPA10103-DPB10401 with pseudo-sequence HLA-DPA10103-DPB10401. The binding affinity (normalized) is 0. (7) The peptide sequence is CGLFGKGSIVACAKF. The MHC is DRB1_0301 with pseudo-sequence DRB1_0301. The binding affinity (normalized) is 0.110. (8) The peptide sequence is EKKYSAATQFEPLAA. The MHC is HLA-DQA10301-DQB10302 with pseudo-sequence HLA-DQA10301-DQB10302. The binding affinity (normalized) is 0.326.